Dataset: Forward reaction prediction with 1.9M reactions from USPTO patents (1976-2016). Task: Predict the product of the given reaction. (1) Given the reactants [F:1][C:2]1[C:3]([F:25])=[C:4]([F:24])[C:5]2[S:9][C:8]([NH:10][C:11](=[O:22])[C:12]3[CH:17]=[CH:16][CH:15]=[C:14]([C:18]([F:21])([F:20])[F:19])[CH:13]=3)=[N:7][C:6]=2[CH:23]=1.FC(F)(F)C1C=C(C=CC=1)C(Cl)=O.Br[CH:40]([CH2:45][CH3:46])[C:41]([O:43]C)=[O:42].FC1C2N=C(NC(=O)C3C=CC(C)=CC=3)SC=2C=C(F)C=1.C1(C)C=CC(C(Cl)=O)=CC=1.BrCC(OCC)=O, predict the reaction product. The product is: [F:1][C:2]1[C:3]([F:25])=[C:4]([F:24])[C:5]2[S:9][C:8](=[N:10][C:11](=[O:22])[C:12]3[CH:17]=[CH:16][CH:15]=[C:14]([C:18]([F:21])([F:19])[F:20])[CH:13]=3)[N:7]([CH:40]([CH2:45][CH3:46])[C:41]([OH:43])=[O:42])[C:6]=2[CH:23]=1. (2) Given the reactants [F:1][B-:2]([F:5])([F:4])[F:3].[C:6]1([C:12]2[CH:17]=[C:16]([C:18]3[CH:23]=[CH:22][CH:21]=[CH:20][CH:19]=3)[CH:15]=[C:14]([C:24]3[CH:29]=[CH:28][CH:27]=[CH:26][CH:25]=3)[O+]=2)[CH:11]=[CH:10][CH:9]=[CH:8][CH:7]=1.[O:30]([C:37]1[CH:43]=[CH:42][C:40]([NH2:41])=[CH:39][CH:38]=1)[C:31]1[CH:36]=[CH:35][CH:34]=[CH:33][CH:32]=1, predict the reaction product. The product is: [F:1][B-:2]([F:5])([F:4])[F:3].[O:30]([C:37]1[CH:38]=[CH:39][C:40]([N+:41]2[C:14]([C:24]3[CH:29]=[CH:28][CH:27]=[CH:26][CH:25]=3)=[CH:15][C:16]([C:18]3[CH:19]=[CH:20][CH:21]=[CH:22][CH:23]=3)=[CH:17][C:12]=2[C:6]2[CH:11]=[CH:10][CH:9]=[CH:8][CH:7]=2)=[CH:42][CH:43]=1)[C:31]1[CH:32]=[CH:33][CH:34]=[CH:35][CH:36]=1. (3) Given the reactants [CH3:1][N:2]1[CH2:30][CH2:29][C:5]2[N:6]([CH2:14][CH:15]([C:22]3[CH:27]=[CH:26][C:25]([F:28])=[CH:24][CH:23]=3)[CH2:16][C:17]([O:19]CC)=[O:18])[C:7]3[CH:8]=[CH:9][C:10]([CH3:13])=[CH:11][C:12]=3[C:4]=2[CH2:3]1.[OH-].[Na+].Cl, predict the reaction product. The product is: [CH3:1][N:2]1[CH2:30][CH2:29][C:5]2[N:6]([CH2:14][CH:15]([C:22]3[CH:23]=[CH:24][C:25]([F:28])=[CH:26][CH:27]=3)[CH2:16][C:17]([OH:19])=[O:18])[C:7]3[CH:8]=[CH:9][C:10]([CH3:13])=[CH:11][C:12]=3[C:4]=2[CH2:3]1. (4) Given the reactants [C:1]([C:3]1[CH:4]=[C:5]([CH2:9][C:10]([OH:12])=[O:11])[CH:6]=[CH:7][CH:8]=1)#[N:2].S(=O)(=O)(O)[OH:14], predict the reaction product. The product is: [NH2:2][C:1]([C:3]1[CH:4]=[C:5]([CH2:9][C:10]([OH:12])=[O:11])[CH:6]=[CH:7][CH:8]=1)=[O:14]. (5) Given the reactants [F:1][C:2]1[CH:7]=[CH:6][C:5]([NH:8][C:9]([C:11]2[C:12]([CH3:17])=[N:13][O:14][C:15]=2[CH3:16])=O)=[CH:4][C:3]=1[CH3:18].COC1C=CC(P2(SP(C3C=CC(OC)=CC=3)(=S)S2)=[S:28])=CC=1, predict the reaction product. The product is: [F:1][C:2]1[CH:7]=[CH:6][C:5]([NH:8][C:9]([C:11]2[C:12]([CH3:17])=[N:13][O:14][C:15]=2[CH3:16])=[S:28])=[CH:4][C:3]=1[CH3:18]. (6) Given the reactants O.NN.[CH3:4][C:5]1[CH:9]=[CH:8][S:7][C:6]=1[C:10](=O)[C:11]([O:13]C)=[O:12].[OH-].[K+].Cl, predict the reaction product. The product is: [CH3:4][C:5]1[CH:9]=[CH:8][S:7][C:6]=1[CH2:10][C:11]([OH:13])=[O:12]. (7) Given the reactants [Br:1][C:2]1[C:10]([I:11])=[CH:9][C:5]([C:6]([OH:8])=[O:7])=[CH:4][C:3]=1I.[OH-:13].[Na+].Cl, predict the reaction product. The product is: [Br:1][C:2]1[C:10]([I:11])=[CH:9][C:5]([C:6]([OH:8])=[O:7])=[CH:4][C:3]=1[OH:13]. (8) Given the reactants [Cl:1][C:2]1[CH:7]=[CH:6][CH:5]=[CH:4][C:3]=1[N+:8]([O-:10])=[O:9].[CH2:11](I)[CH3:12].C(=O)([O-])[O-:15].[K+].[K+], predict the reaction product. The product is: [Cl:1][C:2]1[CH:7]=[CH:6][C:5]([O:15][CH2:11][CH3:12])=[CH:4][C:3]=1[N+:8]([O-:10])=[O:9].